From a dataset of Reaction yield outcomes from USPTO patents with 853,638 reactions. Predict the reaction yield, written as a fraction of the theoretical maximum amount of product (1.0 means a 100% yield; for example, 0.34 means a 34% yield). (1) The reactants are [F:1][C:2]1[CH:3]=[C:4]([CH:14]([NH:16][C:17]([C:19]2[N:20]=[C:21](Cl)[O:22][CH:23]=2)=[O:18])[CH3:15])[CH:5]=[C:6]([F:13])[C:7]=1[NH:8][S:9]([CH3:12])(=[O:11])=[O:10].[CH:25]([C:28]1[CH:33]=[CH:32][C:31]([OH:34])=[CH:30][CH:29]=1)([CH3:27])[CH3:26]. No catalyst specified. The product is [F:1][C:2]1[CH:3]=[C:4]([CH:14]([NH:16][C:17]([C:19]2[N:20]=[C:21]([O:34][C:31]3[CH:32]=[CH:33][C:28]([CH:25]([CH3:27])[CH3:26])=[CH:29][CH:30]=3)[O:22][CH:23]=2)=[O:18])[CH3:15])[CH:5]=[C:6]([F:13])[C:7]=1[NH:8][S:9]([CH3:12])(=[O:11])=[O:10]. The yield is 0.730. (2) The reactants are [CH3:1][O:2][C:3](=[O:26])[C:4]1[CH:9]=[CH:8][CH:7]=[CH:6][C:5]=1[CH2:10][S:11][C:12]1[N:16]([CH2:17][CH2:18][OH:19])[C:15]2[CH:20]=[C:21]([CH3:25])[C:22]([CH3:24])=[CH:23][C:14]=2[N:13]=1.CCOC(/N=N/C(OCC)=O)=O.[C:39]1(O)[CH:44]=[CH:43][CH:42]=[CH:41][CH:40]=1. The catalyst is CN1CCOCC1. The product is [CH3:1][O:2][C:3](=[O:26])[C:4]1[CH:9]=[CH:8][CH:7]=[CH:6][C:5]=1[CH2:10][S:11][C:12]1[N:16]([CH2:17][CH2:18][O:19][C:39]2[CH:44]=[CH:43][CH:42]=[CH:41][CH:40]=2)[C:15]2[CH:20]=[C:21]([CH3:25])[C:22]([CH3:24])=[CH:23][C:14]=2[N:13]=1. The yield is 0.810.